From a dataset of Full USPTO retrosynthesis dataset with 1.9M reactions from patents (1976-2016). Predict the reactants needed to synthesize the given product. (1) Given the product [C:2]1([C:22]2[CH:27]=[CH:26][CH:25]=[CH:24][CH:23]=2)[CH:7]=[CH:6][C:5]([C@@H:8]2[C@H:13]([NH:14][S:15]([CH:18]([CH3:20])[CH3:19])(=[O:17])=[O:16])[CH2:12][CH2:11][C:10](=[O:21])[NH:9]2)=[CH:4][CH:3]=1, predict the reactants needed to synthesize it. The reactants are: Br[C:2]1[CH:7]=[CH:6][C:5]([C@@H:8]2[C@H:13]([NH:14][S:15]([CH:18]([CH3:20])[CH3:19])(=[O:17])=[O:16])[CH2:12][CH2:11][C:10](=[O:21])[NH:9]2)=[CH:4][CH:3]=1.[C:22]1(B(O)O)[CH:27]=[CH:26][CH:25]=[CH:24][CH:23]=1.C1(P(C2CCCCC2)C2C=CC=CC=2C2C(C(C)C)=CC(C(C)C)=CC=2C(C)C)CCCCC1.[F-].[K+]. (2) Given the product [CH3:9][C:4]1[CH:5]=[C:6]([O:8][CH3:10])[CH:7]=[C:2]([OH:1])[CH:3]=1, predict the reactants needed to synthesize it. The reactants are: [OH:1][C:2]1[CH:3]=[C:4]([CH3:9])[CH:5]=[C:6]([OH:8])[CH:7]=1.[C:10]([O-])([O-])=O.[K+].[K+].CI. (3) Given the product [Cl:22][C:23]1[CH:28]=[CH:27][C:26]([NH:29][C:30](=[O:31])[NH:1][C:2]2[CH:21]=[CH:20][C:5]([O:6][C:7]3[CH:12]=[CH:11][N:10]=[C:9]([C:13]([O:15][C:16]([CH3:17])([CH3:18])[CH3:19])=[O:14])[CH:8]=3)=[CH:4][CH:3]=2)=[CH:25][C:24]=1[C:32]([F:33])([F:34])[F:35], predict the reactants needed to synthesize it. The reactants are: [NH2:1][C:2]1[CH:21]=[CH:20][C:5]([O:6][C:7]2[CH:12]=[CH:11][N:10]=[C:9]([C:13]([O:15][C:16]([CH3:19])([CH3:18])[CH3:17])=[O:14])[CH:8]=2)=[CH:4][CH:3]=1.[Cl:22][C:23]1[CH:28]=[CH:27][C:26]([N:29]=[C:30]=[O:31])=[CH:25][C:24]=1[C:32]([F:35])([F:34])[F:33].CCCCCC. (4) Given the product [CH3:31][C:32]1([NH:12][C:7](=[O:9])[O:27][CH2:20][C:21]2[CH:26]=[CH:25][CH:24]=[CH:23][CH:22]=2)[CH2:33][C:28](=[CH2:29])[CH2:34]1, predict the reactants needed to synthesize it. The reactants are: CC1([C:7]([OH:9])=O)CC(=C)C1.CC[N:12](CC)CC.[N-]=[N+]=[N-].[CH2:20]([OH:27])[C:21]1[CH:26]=[CH:25][CH:24]=[CH:23][CH:22]=1.[C:28]1([CH3:34])[CH:33]=[CH:32][CH:31]=C[CH:29]=1. (5) Given the product [Br:1][C:2]1[CH:7]=[CH:6][C:5]([CH:30]=[O:31])=[CH:4][C:3]=1[O:9][CH3:10], predict the reactants needed to synthesize it. The reactants are: [Br:1][C:2]1[CH:7]=[CH:6][C:5](I)=[CH:4][C:3]=1[O:9][CH3:10].N1C2C(=CC=C3C=2N=CC=C3)C=CC=1.[Li]CCCC.[CH:30](N1CCCCC1)=[O:31]. (6) Given the product [C:6]([C:5]1[CH:4]=[CH:3][C:2]([O:1][CH2:21][CH:23]2[CH2:24][O:25]2)=[CH:15][CH:14]=1)(=[O:7])[C:8]1[CH:13]=[CH:12][CH:11]=[CH:10][CH:9]=1, predict the reactants needed to synthesize it. The reactants are: [OH:1][C:2]1[CH:15]=[CH:14][C:5]([C:6]([C:8]2[CH:13]=[CH:12][CH:11]=[CH:10][CH:9]=2)=[O:7])=[CH:4][CH:3]=1.[OH-].[Na+].C(Cl)Cl.[CH2:21]([CH:23]1[O:25][CH2:24]1)Cl. (7) The reactants are: [CH3:1][C:2]1([CH3:15])[O:11][C:10]2[C:5](=[CH:6][C:7]([C:12]#[N:13])=[CH:8][CH:9]=2)[CH:4]2[O:14][CH:3]12.[F:16][C:17]1[CH:22]=[CH:21][C:20]([N:23]2[CH2:28][CH2:27][NH:26][CH2:25][CH2:24]2)=[CH:19][CH:18]=1. Given the product [F:16][C:17]1[CH:18]=[CH:19][C:20]([N:23]2[CH2:28][CH2:27][N:26]([CH:4]3[C:5]4[C:10](=[CH:9][CH:8]=[C:7]([C:12]#[N:13])[CH:6]=4)[O:11][C:2]([CH3:15])([CH3:1])[CH:3]3[OH:14])[CH2:25][CH2:24]2)=[CH:21][CH:22]=1, predict the reactants needed to synthesize it. (8) Given the product [OH:25][N:26]=[C:27]([Cl:34])[C:28]1[CH:33]=[CH:32][CH:31]=[CH:30][CH:29]=1.[Cl:51][C:42]1[C:41]2[N:40]=[C:39]([CH2:52][O:53][CH2:54][CH3:55])[N:38]([CH2:35][CH:36]3[O:9][N:8]=[C:1]([C:2]4[CH:7]=[CH:6][CH:5]=[CH:4][CH:3]=4)[CH2:37]3)[C:50]=2[C:49]2[CH:48]=[CH:47][CH:46]=[CH:45][C:44]=2[N:43]=1, predict the reactants needed to synthesize it. The reactants are: [CH:1](=[N:8][OH:9])[C:2]1[CH:7]=[CH:6][CH:5]=[CH:4][CH:3]=1.ClN1C(=O)CCC1=O.C(N(CC)CC)C.[OH:25][N:26]=[C:27]([Cl:34])[C:28]1[CH:33]=[CH:32][CH:31]=[CH:30][CH:29]=1.[CH2:35]([N:38]1[C:50]2[C:49]3[CH:48]=[CH:47][CH:46]=[CH:45][C:44]=3[N:43]=[C:42]([Cl:51])[C:41]=2[N:40]=[C:39]1[CH2:52][O:53][CH2:54][CH3:55])[CH:36]=[CH2:37]. (9) Given the product [CH3:57][O:56][C:52]1[CH:51]=[C:50]2[C:55]([C:46]([O:45][CH2:44][C:43]3[N:39]4[N:40]=[C:35]([C:32]5[CH:33]=[CH:34][C:29]([F:28])=[CH:30][CH:31]=5)[CH:36]=[N:37][C:38]4=[N:41][N:42]=3)=[CH:47][CH:48]=[N:49]2)=[CH:54][CH:53]=1, predict the reactants needed to synthesize it. The reactants are: C1(C2N=NC(NNC(=O)CC3C=C4C(=CC=3)N=CC=C4)=NC=2)C=CC=CC=1.[F:28][C:29]1[CH:34]=[CH:33][C:32]([C:35]2[N:40]=[N:39][C:38]([NH:41][NH:42][C:43](=O)[CH2:44][O:45][C:46]3[C:55]4[C:50](=[CH:51][C:52]([O:56][CH3:57])=[CH:53][CH:54]=4)[N:49]=[CH:48][CH:47]=3)=[N:37][CH:36]=2)=[CH:31][CH:30]=1.